Dataset: Forward reaction prediction with 1.9M reactions from USPTO patents (1976-2016). Task: Predict the product of the given reaction. (1) Given the reactants [CH3:1][S:2](Cl)(=[O:4])=[O:3].Cl.[Br:7][C:8]1[C:9]([N:23]2[CH2:28][CH2:27][NH:26][CH2:25][CH2:24]2)=[N:10][C:11]([NH:14][C:15]2[CH:20]=[CH:19][C:18]([F:21])=[C:17]([Cl:22])[CH:16]=2)=[N:12][CH:13]=1.C(N(CC)CC)C, predict the reaction product. The product is: [Br:7][C:8]1[C:9]([N:23]2[CH2:24][CH2:25][N:26]([S:2]([CH3:1])(=[O:4])=[O:3])[CH2:27][CH2:28]2)=[N:10][C:11]([NH:14][C:15]2[CH:20]=[CH:19][C:18]([F:21])=[C:17]([Cl:22])[CH:16]=2)=[N:12][CH:13]=1. (2) Given the reactants [Cl:1][C:2]1[C:3](F)=[N:4][CH:5]=[C:6]([Cl:8])[CH:7]=1.[CH2:10]([C:12]1[CH:13]=[C:14]([CH:19]=[CH:20][C:21]=1[S:22](=[O:36])(=[O:35])[NH:23][CH2:24][C:25]1[CH:26]=[C:27]2[C:31](=[CH:32][CH:33]=1)[N:30]([CH3:34])[N:29]=[CH:28]2)[C:15]([O:17][CH3:18])=[O:16])[CH3:11], predict the reaction product. The product is: [Cl:1][C:2]1[C:3]([N:23]([CH2:24][C:25]2[CH:26]=[C:27]3[C:31](=[CH:32][CH:33]=2)[N:30]([CH3:34])[N:29]=[CH:28]3)[S:22]([C:21]2[CH:20]=[CH:19][C:14]([C:15]([O:17][CH3:18])=[O:16])=[CH:13][C:12]=2[CH2:10][CH3:11])(=[O:36])=[O:35])=[N:4][CH:5]=[C:6]([Cl:8])[CH:7]=1. (3) The product is: [S:1]1[CH:5]=[CH:4][C:3]([CH2:6][CH2:7][CH2:8][C:9]([OH:11])=[O:10])=[CH:2]1. Given the reactants [S:1]1[CH:5]=[CH:4][C:3]([CH2:6][CH2:7][CH:8](C(O)=O)[C:9]([OH:11])=[O:10])=[CH:2]1.[OH-].[NH4+], predict the reaction product.